This data is from Reaction yield outcomes from USPTO patents with 853,638 reactions. The task is: Predict the reaction yield, written as a fraction of the theoretical maximum amount of product (1.0 means a 100% yield; for example, 0.34 means a 34% yield). (1) The catalyst is CN(C=O)C. The product is [C:1]([C:3]1[CH:4]=[C:5]([NH:9][C:10]2[C:19]3[C:14](=[CH:15][C:16]([O:21][CH3:22])=[C:17]([O:20][CH2:24][CH2:25][CH2:26][N:27]4[CH2:32][CH2:31][CH:30]5[CH2:33][O:34][CH2:35][CH:29]5[CH2:28]4)[CH:18]=3)[N:13]=[CH:12][N:11]=2)[CH:6]=[CH:7][CH:8]=1)#[CH:2]. The reactants are [C:1]([C:3]1[CH:4]=[C:5]([NH:9][C:10]2[C:19]3[C:14](=[CH:15][C:16]([O:21][CH3:22])=[C:17]([OH:20])[CH:18]=3)[N:13]=[CH:12][N:11]=2)[CH:6]=[CH:7][CH:8]=1)#[CH:2].Cl[CH2:24][CH2:25][CH2:26][N:27]1[CH2:32][CH2:31][CH:30]2[CH2:33][O:34][CH2:35][CH:29]2[CH2:28]1.C([O-])([O-])=O.[K+].[K+].C(Cl)Cl. The yield is 0.455. (2) The reactants are [CH2:1]([N:8]1[C:16]2[C:11](=[CH:12][C:13]([NH:17][C:18]3[N:26]=[CH:25][C:24]([F:27])=[CH:23][C:19]=3[C:20](O)=[O:21])=[CH:14][CH:15]=2)[CH:10]=[N:9]1)[C:2]1[CH:7]=[CH:6][CH:5]=[CH:4][CH:3]=1.C(N(CC)CC)C.[NH2:35][CH:36]1[CH2:41][CH2:40][CH:39]([NH:42][C:43]([C:45]2[N:46]=[C:47]3[CH:52]=[CH:51][C:50]([F:53])=[CH:49][N:48]3[CH:54]=2)=[O:44])[CH2:38][CH2:37]1. The catalyst is C(#N)C. The product is [CH2:1]([N:8]1[C:16]2[C:11](=[CH:12][C:13]([NH:17][C:18]3[C:19]([C:20]([NH:35][C@@H:36]4[CH2:41][CH2:40][C@H:39]([NH:42][C:43]([C:45]5[N:46]=[C:47]6[CH:52]=[CH:51][C:50]([F:53])=[CH:49][N:48]6[CH:54]=5)=[O:44])[CH2:38][CH2:37]4)=[O:21])=[CH:23][C:24]([F:27])=[CH:25][N:26]=3)=[CH:14][CH:15]=2)[CH:10]=[N:9]1)[C:2]1[CH:7]=[CH:6][CH:5]=[CH:4][CH:3]=1. The yield is 0.980.